Task: Regression. Given a peptide amino acid sequence and an MHC pseudo amino acid sequence, predict their binding affinity value. This is MHC class I binding data.. Dataset: Peptide-MHC class I binding affinity with 185,985 pairs from IEDB/IMGT The peptide sequence is LDKGKLWHL. The MHC is HLA-B46:01 with pseudo-sequence HLA-B46:01. The binding affinity (normalized) is 0.0847.